From a dataset of Forward reaction prediction with 1.9M reactions from USPTO patents (1976-2016). Predict the product of the given reaction. (1) Given the reactants Br[C:2]1[CH:3]=[CH:4][CH:5]=[C:6]([C:8]([F:11])([F:10])[F:9])[CH:7]=1.C([Li])CCC.CON(C)[C:20]([C@@H:22]1[CH2:27][CH2:26][CH2:25][CH2:24][N:23]1[C:28]([O:30][C:31]([CH3:34])([CH3:33])[CH3:32])=[O:29])=[O:21].C([O-])(O)=O.[Na+], predict the reaction product. The product is: [F:9][C:8]([F:11])([F:10])[C:6]1[CH:7]=[C:2]([CH:3]=[CH:4][CH:5]=1)[C:20]([C@@H:22]1[CH2:27][CH2:26][CH2:25][CH2:24][N:23]1[C:28]([O:30][C:31]([CH3:34])([CH3:33])[CH3:32])=[O:29])=[O:21]. (2) Given the reactants [Cl:1][C:2]1[S:3][C:4]([Cl:21])=[CH:5][C:6]=1[S:7]([NH:10][C:11]1[CH:19]=[CH:18][C:14]([C:15]([OH:17])=[O:16])=[C:13]([OH:20])[CH:12]=1)(=[O:9])=[O:8].N1C=CC=CC=1.C(N1C=CN=C1)(N1C=CN=C1)=O.[N:40]([CH2:47][CH2:48]O)([CH2:44][CH2:45][OH:46])[CH2:41][CH2:42][OH:43].[C:50]([OH:56])([C:52]([F:55])([F:54])[F:53])=[O:51], predict the reaction product. The product is: [F:53][C:52]([F:55])([F:54])[C:50]([OH:56])=[O:51].[Cl:1][C:2]1[S:3][C:4]([Cl:21])=[CH:5][C:6]=1[S:7]([NH:10][C:11]1[CH:19]=[CH:18][C:14]([C:15]([O:17][CH2:48][CH2:47][N:40]([CH2:44][CH2:45][OH:46])[CH2:41][CH2:42][OH:43])=[O:16])=[C:13]([OH:20])[CH:12]=1)(=[O:9])=[O:8]. (3) Given the reactants [NH2:1][CH:2]([C:11]1[C:16]([O:17][CH3:18])=[CH:15][CH:14]=[CH:13][C:12]=1[F:19])[CH2:3][CH:4]([CH3:10])[C:5]([O:7]CC)=O.[CH3:20][C:21]1[N:22]=[C:23]([C:26]2[CH:27]=[C:28]([CH:31]=[CH:32][N:33]=2)[CH:29]=O)[S:24][CH:25]=1, predict the reaction product. The product is: [F:19][C:12]1[CH:13]=[CH:14][CH:15]=[C:16]([O:17][CH3:18])[C:11]=1[CH:2]1[N:1]([CH2:29][C:28]2[CH:31]=[CH:32][N:33]=[C:26]([C:23]3[S:24][CH:25]=[C:21]([CH3:20])[N:22]=3)[CH:27]=2)[C:5](=[O:7])[CH:4]([CH3:10])[CH2:3]1. (4) Given the reactants O=C(C1CCC2(OCCO2)CC1)[CH2:3][C:4]([O:6][CH2:7][CH3:8])=[O:5].[O:19]1[C:23]2([CH2:28][CH2:27][CH2:26][CH:25]([C:29]([OH:31])=O)[CH2:24]2)[O:22][CH2:21][CH2:20]1.O1C2(CCC(C(O)=O)CC2)OCC1, predict the reaction product. The product is: [O:31]=[C:29]([CH:25]1[CH2:26][CH2:27][CH2:28][C:23]2([O:19][CH2:20][CH2:21][O:22]2)[CH2:24]1)[CH2:3][C:4]([O:6][CH2:7][CH3:8])=[O:5]. (5) The product is: [CH2:1]([Zn:3][CH2:4][CH3:5])[CH3:2].[CH2:6]1[CH2:10][O:9][CH2:8][CH2:7]1.[C:14]1([CH3:20])[CH:19]=[CH:18][CH:17]=[CH:16][CH:15]=1. Given the reactants [CH2:1]([Zn:3][CH2:4][CH3:5])[CH3:2].[CH2:6]1[CH2:10][O:9][CH2:8][CH2:7]1.O.O=O.[C:14]1([CH3:20])[CH:19]=[CH:18][CH:17]=[CH:16][CH:15]=1, predict the reaction product. (6) Given the reactants [Si:1]([O:18][CH2:19][CH2:20][CH:21]1[CH2:23][CH:22]1[C@@H:24]([NH:29]C(=O)OCC1C=CC=CC=1)[CH2:25][CH:26]([CH3:28])[CH3:27])([C:14]([CH3:17])([CH3:16])[CH3:15])([C:8]1[CH:13]=[CH:12][CH:11]=[CH:10][CH:9]=1)[C:2]1[CH:7]=[CH:6][CH:5]=[CH:4][CH:3]=1, predict the reaction product. The product is: [Si:1]([O:18][CH2:19][CH2:20][CH:21]1[CH2:23][CH:22]1[C@@H:24]([NH2:29])[CH2:25][CH:26]([CH3:27])[CH3:28])([C:14]([CH3:17])([CH3:16])[CH3:15])([C:8]1[CH:9]=[CH:10][CH:11]=[CH:12][CH:13]=1)[C:2]1[CH:3]=[CH:4][CH:5]=[CH:6][CH:7]=1. (7) Given the reactants Br[CH:2]([CH2:10][CH:11]1[CH2:16][CH2:15][CH2:14][CH2:13][CH2:12]1)[C:3](=O)[C:4]([O:6][CH2:7][CH3:8])=[O:5].[NH2:17][C:18]1[CH:23]=[C:22]([C:24]([N:26]([CH2:29][CH3:30])[CH2:27][CH3:28])=[O:25])[CH:21]=[CH:20][N:19]=1, predict the reaction product. The product is: [CH:11]1([CH2:10][C:2]2[N:19]3[CH:20]=[CH:21][C:22]([C:24](=[O:25])[N:26]([CH2:29][CH3:30])[CH2:27][CH3:28])=[CH:23][C:18]3=[N:17][C:3]=2[C:4]([O:6][CH2:7][CH3:8])=[O:5])[CH2:16][CH2:15][CH2:14][CH2:13][CH2:12]1. (8) Given the reactants C[O:2][C:3](=[O:25])[CH2:4][C:5]1[N:13]2[C:8]([CH:9]=[CH:10][CH:11]=[CH:12]2)=[C:7]([S:14]([C:17]2[CH:22]=[CH:21][C:20]([Cl:23])=[CH:19][CH:18]=2)(=[O:16])=[O:15])[C:6]=1[CH3:24].O1CCCC1.[OH-].[Li+].Cl, predict the reaction product. The product is: [Cl:23][C:20]1[CH:21]=[CH:22][C:17]([S:14]([C:7]2[C:6]([CH3:24])=[C:5]([CH2:4][C:3]([OH:25])=[O:2])[N:13]3[C:8]=2[CH:9]=[CH:10][CH:11]=[CH:12]3)(=[O:16])=[O:15])=[CH:18][CH:19]=1.